Dataset: Forward reaction prediction with 1.9M reactions from USPTO patents (1976-2016). Task: Predict the product of the given reaction. Given the reactants [NH2:1][C:2]1[C:3]([C:8](O)=[O:9])=[N:4][CH:5]=[CH:6][CH:7]=1.[H-].[H-].[H-].[H-].[Li+].[Al+3], predict the reaction product. The product is: [NH2:1][C:2]1[C:3]([CH2:8][OH:9])=[N:4][CH:5]=[CH:6][CH:7]=1.